Predict the reactants needed to synthesize the given product. From a dataset of Full USPTO retrosynthesis dataset with 1.9M reactions from patents (1976-2016). Given the product [CH:1]1[C:10]2[C:5](=[C:6]([CH2:11][C:12]([NH:26][C:25]3[CH:24]=[CH:23][S:22][C:21]=3[C:19]3[S:20][C:16]([CH3:15])=[CH:17][N:18]=3)=[O:14])[CH:7]=[CH:8][CH:9]=2)[CH:4]=[CH:3][N:2]=1, predict the reactants needed to synthesize it. The reactants are: [CH:1]1[C:10]2[C:5](=[C:6]([CH2:11][C:12]([OH:14])=O)[CH:7]=[CH:8][CH:9]=2)[CH:4]=[CH:3][N:2]=1.[CH3:15][C:16]1[S:20][C:19]([C:21]2[S:22][CH:23]=[CH:24][C:25]=2[NH2:26])=[N:18][CH:17]=1.